Dataset: Full USPTO retrosynthesis dataset with 1.9M reactions from patents (1976-2016). Task: Predict the reactants needed to synthesize the given product. (1) Given the product [NH:8]1[CH2:11][CH:10]([O:12][C:13]([N:15]2[CH2:16][CH2:17][CH:18]([O:21][C:22]3[CH:27]=[C:26]([N:28]4[C:36]5[C:31](=[CH:32][C:33]([S:37]([CH3:40])(=[O:39])=[O:38])=[CH:34][CH:35]=5)[CH2:30][CH2:29]4)[N:25]=[CH:24][N:23]=3)[CH2:19][CH2:20]2)=[O:14])[CH2:9]1, predict the reactants needed to synthesize it. The reactants are: C(OC([N:8]1[CH2:11][CH:10]([O:12][C:13]([N:15]2[CH2:20][CH2:19][CH:18]([O:21][C:22]3[CH:27]=[C:26]([N:28]4[C:36]5[C:31](=[CH:32][C:33]([S:37]([CH3:40])(=[O:39])=[O:38])=[CH:34][CH:35]=5)[CH2:30][CH2:29]4)[N:25]=[CH:24][N:23]=3)[CH2:17][CH2:16]2)=[O:14])[CH2:9]1)=O)(C)(C)C.C(O)(C(F)(F)F)=O. (2) Given the product [F:1][C:2]1[CH:3]=[C:4]([NH:9][C:10]2[N:18]=[CH:17][CH:16]=[CH:15][C:11]=2[C:12]([NH:24][C:20]([CH3:21])([C:22]#[CH:23])[CH3:19])=[O:14])[CH:5]=[CH:6][C:7]=1[CH3:8], predict the reactants needed to synthesize it. The reactants are: [F:1][C:2]1[CH:3]=[C:4]([NH:9][C:10]2[N:18]=[CH:17][CH:16]=[CH:15][C:11]=2[C:12]([OH:14])=O)[CH:5]=[CH:6][C:7]=1[CH3:8].[CH3:19][C:20]([NH2:24])([C:22]#[CH:23])[CH3:21].C1C=CC2N(O)N=NC=2C=1.CCN=C=NCCCN(C)C.CCN(C(C)C)C(C)C. (3) Given the product [Cl:1][C:2]1[CH:3]=[CH:4][C:5]2[N:11]3[C:12]([C:15]4[N:19]=[N:18][NH:17][N:16]=4)=[CH:13][CH:14]=[C:10]3[C@@H:9]([CH2:20][CH2:21][C:22]([OH:24])=[O:23])[O:8][C@H:7]([C:26]3[CH:31]=[CH:30][CH:29]=[C:28]([O:32][CH3:33])[C:27]=3[O:34][CH3:35])[C:6]=2[CH:36]=1, predict the reactants needed to synthesize it. The reactants are: [Cl:1][C:2]1[CH:3]=[CH:4][C:5]2[N:11]3[C:12]([C:15]4[N:16]=[N:17][NH:18][N:19]=4)=[CH:13][CH:14]=[C:10]3[C@@H:9]([CH2:20][CH2:21][C:22]([O:24]C)=[O:23])[O:8][C@H:7]([C:26]3[CH:31]=[CH:30][CH:29]=[C:28]([O:32][CH3:33])[C:27]=3[O:34][CH3:35])[C:6]=2[CH:36]=1. (4) Given the product [CH3:28][O:27][C:25]1[CH:24]=[CH:23][C:18]2[N:19]=[CH:20][C:21](=[O:22])[N:16]([CH2:15][CH2:14][C@H:13]3[CH2:12][O:29]3)[C:17]=2[N:26]=1, predict the reactants needed to synthesize it. The reactants are: CC1C=CC(S(O[CH2:12][C@@H:13]([OH:29])[CH2:14][CH2:15][N:16]2[C:21](=[O:22])[CH:20]=[N:19][C:18]3[CH:23]=[CH:24][C:25]([O:27][CH3:28])=[N:26][C:17]2=3)(=O)=O)=CC=1.C(=O)([O-])[O-].[K+].[K+]. (5) Given the product [CH2:16]([N:7]1[CH:8]=[C:4]([N+:1]([O-:3])=[O:2])[CH:5]=[C:6]1[C:9]([O:11][CH2:12][CH3:13])=[O:10])[C:17]1[CH:22]=[CH:21][CH:20]=[CH:19][CH:18]=1, predict the reactants needed to synthesize it. The reactants are: [N+:1]([C:4]1[CH:5]=[C:6]([C:9]([O:11][CH2:12][CH3:13])=[O:10])[NH:7][CH:8]=1)([O-:3])=[O:2].[H-].[Na+].[CH2:16](Br)[C:17]1[CH:22]=[CH:21][CH:20]=[CH:19][CH:18]=1.O. (6) Given the product [Cl:1][C:2]1[N:3]=[N:4][CH:5]=[C:6]([C:8]([N:10]2[CH2:15][CH2:14][CH2:13][CH:12]([C:34]3[CH:35]=[CH:36][C:31]([O:30][CH3:29])=[CH:32][C:33]=3[C:43]([F:44])([F:45])[F:46])[CH2:11]2)=[O:9])[CH:7]=1, predict the reactants needed to synthesize it. The reactants are: [Cl:1][C:2]1[N:3]=[N:4][CH:5]=[C:6]([C:8]([N:10]2[CH2:15][CH2:14][CH2:13][CH:12](C3C=CC(C(F)(F)F)=CC=3OC)[CH2:11]2)=[O:9])[CH:7]=1.Cl.[CH3:29][O:30][C:31]1[CH:36]=[CH:35][C:34](C2CCCNC2)=[C:33]([C:43]([F:46])([F:45])[F:44])[CH:32]=1.ClC1N=NC=C(C(O)=O)C=1.